This data is from Reaction yield outcomes from USPTO patents with 853,638 reactions. The task is: Predict the reaction yield, written as a fraction of the theoretical maximum amount of product (1.0 means a 100% yield; for example, 0.34 means a 34% yield). (1) The reactants are [NH:1]1[C:7](=[O:8])[C:6](=[N:9]O)[CH2:5][CH2:4][C:3]2[CH:11]=[CH:12][CH:13]=[CH:14][C:2]1=2.C(O)(=O)C.[H][H]. The catalyst is CO.[Pd]. The product is [NH2:9][CH:6]1[C:7](=[O:8])[NH:1][C:2]2[CH:14]=[CH:13][CH:12]=[CH:11][C:3]=2[CH2:4][CH2:5]1. The yield is 0.674. (2) The reactants are [CH3:1][O:2][C:3]1[N:8]=[C:7]2[NH:9][CH:10]=[CH:11][C:6]2=[CH:5][CH:4]=1.[OH-].[Na+].[C:14]1([S:20](Cl)(=[O:22])=[O:21])[CH:19]=[CH:18][CH:17]=[CH:16][CH:15]=1. The catalyst is [Br-].C([N+](CCCC)(CCCC)CCCC)CCC.ClCCl. The product is [C:14]1([S:20]([N:9]2[C:7]3=[N:8][C:3]([O:2][CH3:1])=[CH:4][CH:5]=[C:6]3[CH:11]=[CH:10]2)(=[O:22])=[O:21])[CH:19]=[CH:18][CH:17]=[CH:16][CH:15]=1. The yield is 0.850. (3) The reactants are [NH2:1][CH:2]([C:7]1[CH:12]=[CH:11][C:10]([O:13][CH:14]([F:16])[F:15])=[C:9]([O:17][CH2:18][CH:19]2[CH2:21][CH2:20]2)[CH:8]=1)[CH2:3][C:4]([OH:6])=[O:5].[C:22]([NH:25][C:26]1[CH:36]=[CH:35][CH:34]=[C:28]2[C:29]([O:31][C:32](=O)[C:27]=12)=[O:30])(=[O:24])[CH3:23].C([O-])(=O)C.[Na+]. The catalyst is C(O)(=O)C. The product is [C:22]([NH:25][C:26]1[CH:36]=[CH:35][CH:34]=[C:28]2[C:27]=1[C:32](=[O:31])[N:1]([CH:2]([C:7]1[CH:12]=[CH:11][C:10]([O:13][CH:14]([F:16])[F:15])=[C:9]([O:17][CH2:18][CH:19]3[CH2:21][CH2:20]3)[CH:8]=1)[CH2:3][C:4]([OH:6])=[O:5])[C:29]2=[O:30])(=[O:24])[CH3:23]. The yield is 0.850. (4) The reactants are [Br:1][C:2]1[C:23]([O:24][CH3:25])=[CH:22][C:5]2[N:6]([CH2:9][C:10]3[CH:21]=[CH:20][C:13]4[N:14]=[C:15](S(C)=O)[S:16][C:12]=4[CH:11]=3)[CH:7]=[N:8][C:4]=2[CH:3]=1.[NH2:26][C@@H:27]1[C:35]2[C:30](=[CH:31][CH:32]=[CH:33][CH:34]=2)[CH2:29][C@H:28]1[OH:36].CCN(C(C)C)C(C)C. No catalyst specified. The product is [Br:1][C:2]1[C:23]([O:24][CH3:25])=[CH:22][C:5]2[N:6]([CH2:9][C:10]3[CH:21]=[CH:20][C:13]4[N:14]=[C:15]([NH:26][C@@H:27]5[C:35]6[C:30](=[CH:31][CH:32]=[CH:33][CH:34]=6)[CH2:29][C@H:28]5[OH:36])[S:16][C:12]=4[CH:11]=3)[CH:7]=[N:8][C:4]=2[CH:3]=1. The yield is 0.200.